From a dataset of CYP2D6 inhibition data for predicting drug metabolism from PubChem BioAssay. Regression/Classification. Given a drug SMILES string, predict its absorption, distribution, metabolism, or excretion properties. Task type varies by dataset: regression for continuous measurements (e.g., permeability, clearance, half-life) or binary classification for categorical outcomes (e.g., BBB penetration, CYP inhibition). Dataset: cyp2d6_veith. The compound is N#CCCn1c(=O)c(-c2ccccc2)nc2cnc(N3CCOCC3)nc21. The result is 0 (non-inhibitor).